Dataset: Reaction yield outcomes from USPTO patents with 853,638 reactions. Task: Predict the reaction yield, written as a fraction of the theoretical maximum amount of product (1.0 means a 100% yield; for example, 0.34 means a 34% yield). (1) The reactants are [N:1]1([C:7]2[CH:12]=[CH:11][C:10]([NH:13][C:14](=[O:17])[NH:15][NH2:16])=[CH:9][CH:8]=2)[CH2:6][CH2:5][O:4][CH2:3][CH2:2]1.[CH:18]([C:21]1[C:22]([O:34]COC)=[CH:23][C:24]([O:30]COC)=[C:25]([CH:29]=1)[C:26](O)=O)([CH3:20])[CH3:19].O.ON1C2C=CC=CC=2N=N1.CN(C)CCCN=C=NCC.C(=O)([O-])O.[Na+]. The product is [OH:17][C:14]1[N:13]([C:10]2[CH:9]=[CH:8][C:7]([N:1]3[CH2:6][CH2:5][O:4][CH2:3][CH2:2]3)=[CH:12][CH:11]=2)[C:26]([C:25]2[CH:29]=[C:21]([CH:18]([CH3:20])[CH3:19])[C:22]([OH:34])=[CH:23][C:24]=2[OH:30])=[N:16][N:15]=1. The yield is 0.700. The catalyst is CN(C)C=O.C(OCC)(=O)C.CN1CCCC1=O. (2) The reactants are [H-].[Na+].[Si:3]([O:10][C@H:11]([CH3:24])[CH2:12][CH2:13][CH2:14][C:15](=[O:23])[CH2:16]P(=O)(OC)OC)([C:6]([CH3:9])([CH3:8])[CH3:7])([CH3:5])[CH3:4].[Cl:25][C@H:26]1[C@H:30]([CH2:31][CH2:32][CH2:33][C:34]2[S:38][C:37]([C:39]([O:41][CH3:42])=[O:40])=[CH:36][CH:35]=2)[C@@H:29]([CH:43]=O)[C@H:28]([O:45][CH:46]2[CH2:51][CH2:50][CH2:49][CH2:48][O:47]2)[CH2:27]1. The catalyst is C1COCC1. The product is [Si:3]([O:10][C@H:11]([CH3:24])[CH2:12][CH2:13][CH2:14][C:15](=[O:23])/[CH:16]=[CH:43]/[C@H:29]1[C@H:28]([O:45][CH:46]2[CH2:51][CH2:50][CH2:49][CH2:48][O:47]2)[CH2:27][C@@H:26]([Cl:25])[C@@H:30]1[CH2:31][CH2:32][CH2:33][C:34]1[S:38][C:37]([C:39]([O:41][CH3:42])=[O:40])=[CH:36][CH:35]=1)([C:6]([CH3:7])([CH3:8])[CH3:9])([CH3:4])[CH3:5]. The yield is 0.600. (3) The reactants are [NH2:1][C:2]1[CH:10]=[C:9]([F:11])[CH:8]=[CH:7][C:3]=1[C:4]([OH:6])=[O:5].CN(C=O)C.[Cl:17]N1C(=O)CCC1=O. The catalyst is O. The product is [NH2:1][C:2]1[CH:10]=[C:9]([F:11])[C:8]([Cl:17])=[CH:7][C:3]=1[C:4]([OH:6])=[O:5]. The yield is 0.740. (4) The reactants are Br[C:2]1[CH:7]=[CH:6][C:5]([C:8]2([OH:21])[CH2:13][CH2:12][N:11]([C:14]([O:16][C:17]([CH3:20])([CH3:19])[CH3:18])=[O:15])[CH2:10][CH2:9]2)=[CH:4][CH:3]=1.[CH3:22][N:23](C=O)C. The catalyst is C1C=CC([P]([Pd]([P](C2C=CC=CC=2)(C2C=CC=CC=2)C2C=CC=CC=2)([P](C2C=CC=CC=2)(C2C=CC=CC=2)C2C=CC=CC=2)[P](C2C=CC=CC=2)(C2C=CC=CC=2)C2C=CC=CC=2)(C2C=CC=CC=2)C2C=CC=CC=2)=CC=1.[C-]#N.[C-]#N.[Zn+2]. The product is [C:22]([C:2]1[CH:7]=[CH:6][C:5]([C:8]2([OH:21])[CH2:13][CH2:12][N:11]([C:14]([O:16][C:17]([CH3:20])([CH3:19])[CH3:18])=[O:15])[CH2:10][CH2:9]2)=[CH:4][CH:3]=1)#[N:23]. The yield is 0.750. (5) The reactants are Cl[C:2]1[N:7]=[C:6]([NH:8][CH2:9][C:10]2[CH:15]=[CH:14][CH:13]=[C:12]([O:16][CH3:17])[CH:11]=2)[C:5]([Cl:18])=[CH:4][N:3]=1.[CH3:19][O:20][C:21]1[CH:22]=[C:23]([NH2:27])[CH:24]=[CH:25][CH:26]=1.O.C1(C)C=CC(S(O)(=O)=O)=CC=1.C([O-])(O)=O.[Na+]. The catalyst is O1CCOCC1. The product is [Cl:18][C:5]1[C:6]([NH:8][CH2:9][C:10]2[CH:15]=[CH:14][CH:13]=[C:12]([O:16][CH3:17])[CH:11]=2)=[N:7][C:2]([NH:27][C:23]2[CH:24]=[CH:25][CH:26]=[C:21]([O:20][CH3:19])[CH:22]=2)=[N:3][CH:4]=1. The yield is 0.300.